From a dataset of Peptide-MHC class II binding affinity with 134,281 pairs from IEDB. Regression. Given a peptide amino acid sequence and an MHC pseudo amino acid sequence, predict their binding affinity value. This is MHC class II binding data. (1) The peptide sequence is NLSNVLATITTGVLDI. The MHC is DRB1_0301 with pseudo-sequence DRB1_0301. The binding affinity (normalized) is 0. (2) The peptide sequence is GSCWAFSGVAATESA. The MHC is DRB1_0405 with pseudo-sequence DRB1_0405. The binding affinity (normalized) is 0.494. (3) The peptide sequence is AFSPEVIPMFSALSEGA. The MHC is DRB1_0401 with pseudo-sequence DRB1_0401. The binding affinity (normalized) is 0.845. (4) The peptide sequence is MNMSRQGIFQTVGSG. The binding affinity (normalized) is 0.442. The MHC is DRB1_0405 with pseudo-sequence DRB1_0405. (5) The peptide sequence is ENEGDNACKRTYSDR. The MHC is DRB1_0404 with pseudo-sequence DRB1_0404. The binding affinity (normalized) is 0. (6) The peptide sequence is DCRTAFKPVLVDEGR. The MHC is DRB5_0101 with pseudo-sequence DRB5_0101. The binding affinity (normalized) is 0.